Task: Predict the reaction yield, written as a fraction of the theoretical maximum amount of product (1.0 means a 100% yield; for example, 0.34 means a 34% yield).. Dataset: Reaction yield outcomes from USPTO patents with 853,638 reactions (1) The reactants are [CH3:1][S:2]([CH2:5][C:6]([OH:8])=O)(=[O:4])=[O:3].O=C1N(P(Cl)(N2CCOC2=O)=O)CCO1.C(N(CC)CC)C.[Br:31][C:32]1[C:33]([F:42])=[C:34]2[C:40]([NH2:41])=[CH:39][NH:38][C:35]2=[N:36][CH:37]=1.C([O-])([O-])=O.[Na+].[Na+]. The catalyst is C(Cl)Cl. The product is [Br:31][C:32]1[C:33]([F:42])=[C:34]2[C:40]([NH:41][C:6](=[O:8])[CH2:5][S:2]([CH3:1])(=[O:4])=[O:3])=[CH:39][NH:38][C:35]2=[N:36][CH:37]=1. The yield is 0.661. (2) The reactants are C([NH:5][C:6]1[C:15]2[CH:14]=[CH:13][CH:12]=[C:11]([C:16]([NH:18][C:19]3[CH:24]=[C:23]([C:25](=[O:37])[NH:26][C:27]4[CH:32]=[CH:31][CH:30]=[C:29]([C:33]([F:36])([F:35])[F:34])[CH:28]=4)[CH:22]=[CH:21][C:20]=3C)=[O:17])[C:10]=2[CH:9]=[CH:8][N:7]=1)(C)(C)C.[N+](C1C=C(C=CC=1)C(O)=O)([O-])=O. No catalyst specified. The product is [NH2:5][C:6]1[C:15]2[CH:14]=[CH:13][CH:12]=[C:11]([C:16]([NH:18][C:19]3[CH:20]=[CH:21][CH:22]=[C:23]([C:25](=[O:37])[NH:26][C:27]4[CH:32]=[CH:31][CH:30]=[C:29]([C:33]([F:35])([F:34])[F:36])[CH:28]=4)[CH:24]=3)=[O:17])[C:10]=2[CH:9]=[CH:8][N:7]=1. The yield is 0.110. (3) The reactants are [NH2:1][C:2]1[CH:10]=[C:9]([O:11][CH3:12])[CH:8]=[C:7]([O:13][CH3:14])[C:3]=1[C:4]([NH2:6])=[O:5].[CH3:15][C:16]1[CH:23]=[CH:22][CH:21]=[CH:20][C:17]=1[CH:18]=O.OS([O-])=O.[Na+].CC1C=CC(S(O)(=O)=O)=CC=1.O. The catalyst is CC(N(C)C)=O.CCOC(C)=O.O. The product is [CH3:14][O:13][C:7]1[CH:8]=[C:9]([O:11][CH3:12])[CH:10]=[C:2]2[C:3]=1[C:4](=[O:5])[NH:6][C:15]([C:16]1[CH:23]=[CH:22][CH:21]=[CH:20][C:17]=1[CH3:18])=[N:1]2. The yield is 0.280.